Dataset: Full USPTO retrosynthesis dataset with 1.9M reactions from patents (1976-2016). Task: Predict the reactants needed to synthesize the given product. (1) The reactants are: Br[C:2]1[CH:11]=[CH:10][C:5]([C:6]([O:8][CH3:9])=[O:7])=[C:4]([CH3:12])[CH:3]=1.[N+:13]([C:16]1[CH:21]=[CH:20][C:19](B(O)O)=[CH:18][CH:17]=1)([O-:15])=[O:14].C([O-])([O-])=O.[Na+].[Na+].ClCCl. Given the product [CH3:12][C:4]1[CH:3]=[C:2]([C:19]2[CH:20]=[CH:21][C:16]([N+:13]([O-:15])=[O:14])=[CH:17][CH:18]=2)[CH:11]=[CH:10][C:5]=1[C:6]([O:8][CH3:9])=[O:7], predict the reactants needed to synthesize it. (2) Given the product [F:1][C:2]([F:7])([F:6])[C:3]([OH:5])=[O:4].[CH3:45][C:44]1[N:40]([C:37]2[CH:36]=[CH:35][C:34]([O:33][C:32]3[N:31]=[CH:30][N:29]=[C:28]4[N:24]([CH:21]5[CH2:22][CH2:23][N:18]([C:16]([OH:17])=[O:15])[CH2:19][CH2:20]5)[N:25]=[CH:26][C:27]=34)=[CH:39][CH:38]=2)[N:41]=[N:42][N:43]=1, predict the reactants needed to synthesize it. The reactants are: [F:1][C:2]([F:7])([F:6])[C:3]([OH:5])=[O:4].ClCCl.C([O:15][C:16]([N:18]1[CH2:23][CH2:22][CH:21]([N:24]2[C:28]3=[N:29][CH:30]=[N:31][C:32]([O:33][C:34]4[CH:39]=[CH:38][C:37]([N:40]5[C:44]([CH3:45])=[N:43][N:42]=[N:41]5)=[CH:36][CH:35]=4)=[C:27]3[CH:26]=[N:25]2)[CH2:20][CH2:19]1)=[O:17])(C)(C)C. (3) Given the product [F:1][C:2]1[CH:10]=[N:9][CH:8]=[CH:7][C:3]=1[C:4]([NH:11][C:12]1[CH:17]=[C:16]([C:18]([F:19])([F:20])[F:21])[CH:15]=[CH:14][C:13]=1[OH:22])=[O:6], predict the reactants needed to synthesize it. The reactants are: [F:1][C:2]1[CH:10]=[N:9][CH:8]=[CH:7][C:3]=1[C:4]([OH:6])=O.[NH2:11][C:12]1[CH:17]=[C:16]([C:18]([F:21])([F:20])[F:19])[CH:15]=[CH:14][C:13]=1[OH:22].CCN=C=NCCCN(C)C. (4) The reactants are: Br[C:2]1[N:3]=[C:4]([NH:20][C:21]([CH3:37])([C:23]2[CH:28]=[CH:27][CH:26]=[CH:25][C:24]=2[O:29]CC2C=CC=CC=2)[CH3:22])[C:5](=[O:19])[N:6]([C:8]2[CH:9]=[C:10]([CH:15]=[CH:16][C:17]=2[CH3:18])[C:11]([O:13][CH3:14])=[O:12])[CH:7]=1.C([O-])=O.[NH4+]. Given the product [CH3:14][O:13][C:11](=[O:12])[C:10]1[CH:15]=[CH:16][C:17]([CH3:18])=[C:8]([N:6]2[CH:7]=[CH:2][N:3]=[C:4]([NH:20][C:21]([C:23]3[CH:28]=[CH:27][CH:26]=[CH:25][C:24]=3[OH:29])([CH3:37])[CH3:22])[C:5]2=[O:19])[CH:9]=1, predict the reactants needed to synthesize it.